From a dataset of NCI-60 drug combinations with 297,098 pairs across 59 cell lines. Regression. Given two drug SMILES strings and cell line genomic features, predict the synergy score measuring deviation from expected non-interaction effect. (1) Drug 2: CC(C)CN1C=NC2=C1C3=CC=CC=C3N=C2N. Cell line: OVCAR3. Synergy scores: CSS=20.4, Synergy_ZIP=-1.47, Synergy_Bliss=9.01, Synergy_Loewe=5.28, Synergy_HSA=5.81. Drug 1: C1=CC(=CC=C1CC(C(=O)O)N)N(CCCl)CCCl.Cl. (2) Drug 1: CC(CN1CC(=O)NC(=O)C1)N2CC(=O)NC(=O)C2. Drug 2: C1CN(CCN1C(=O)CCBr)C(=O)CCBr. Cell line: CAKI-1. Synergy scores: CSS=46.8, Synergy_ZIP=-10.5, Synergy_Bliss=-7.62, Synergy_Loewe=-2.78, Synergy_HSA=-0.596.